Dataset: Forward reaction prediction with 1.9M reactions from USPTO patents (1976-2016). Task: Predict the product of the given reaction. (1) The product is: [NH2:1][C@H:2]([C:9]([NH:11][C@@H:12]([C:23]([NH:25][C@H:26]([C:39]([O:41][CH3:42])=[O:40])[CH2:27][CH2:28][CH2:29][CH2:30][NH:31][C:32]([O:34][C:35]([CH3:37])([CH3:38])[CH3:36])=[O:33])=[O:24])[CH2:13][C:14]1[C:22]2[C:17](=[CH:18][CH:19]=[CH:20][CH:21]=2)[NH:16][CH:15]=1)=[O:10])[C:3]1[CH:4]=[CH:5][CH:6]=[CH:7][CH:8]=1. Given the reactants [NH:1](C(OCC1C=CC=CC=1)=O)[C@H:2]([C:9]([NH:11][C@@H:12]([C:23]([NH:25][C@H:26]([C:39]([O:41][CH3:42])=[O:40])[CH2:27][CH2:28][CH2:29][CH2:30][NH:31][C:32]([O:34][C:35]([CH3:38])([CH3:37])[CH3:36])=[O:33])=[O:24])[CH2:13][C:14]1[C:22]2[C:17](=[CH:18][CH:19]=[CH:20][CH:21]=2)[NH:16][CH:15]=1)=[O:10])[C:3]1[CH:8]=[CH:7][CH:6]=[CH:5][CH:4]=1, predict the reaction product. (2) Given the reactants [NH2:1][C:2]1[CH:3]=[C:4]([CH:7]=[CH:8][C:9]=1[Cl:10])[CH:5]=[O:6].C(N(C(C)C)C(C)C)C.[CH3:20][C:21]1[O:25][N:24]=[C:23]([C:26](Cl)=[O:27])[CH:22]=1, predict the reaction product. The product is: [Cl:10][C:9]1[CH:8]=[CH:7][C:4]([CH:5]=[O:6])=[CH:3][C:2]=1[NH:1][C:26]([C:23]1[CH:22]=[C:21]([CH3:20])[O:25][N:24]=1)=[O:27]. (3) Given the reactants [C:1]([O:4][CH2:5][C:6]1[N:7]=[C:8]([NH:11][C:12](=[O:14])[CH3:13])[S:9][CH:10]=1)(=[O:3])[CH3:2].[Br:15]Br.C(OCC1N=C(NC(=O)C)SC=1)(=O)C.CC(O)=O, predict the reaction product. The product is: [C:1]([O:4][CH2:5][C:6]1[N:7]=[C:8]([NH:11][C:12](=[O:14])[CH3:13])[S:9][C:10]=1[Br:15])(=[O:3])[CH3:2]. (4) Given the reactants [CH:1]1([N:4]([CH2:32][C:33]2[CH:38]=[C:37]([CH2:39][CH2:40][CH2:41][O:42][CH3:43])[CH:36]=[C:35]([O:44][CH2:45][CH2:46][O:47][CH3:48])[CH:34]=2)[C:5]([C@@H:7]2[C@:12]([C:14]3[CH:19]=[CH:18][C:17]([C:20]([F:23])([F:22])[F:21])=[CH:16][C:15]=3[F:24])([OH:13])[CH2:11][CH2:10][N:9](C(OC(C)(C)C)=O)[CH2:8]2)=[O:6])[CH2:3][CH2:2]1.Cl, predict the reaction product. The product is: [CH:1]1([N:4]([CH2:32][C:33]2[CH:38]=[C:37]([CH2:39][CH2:40][CH2:41][O:42][CH3:43])[CH:36]=[C:35]([O:44][CH2:45][CH2:46][O:47][CH3:48])[CH:34]=2)[C:5]([CH:7]2[C:12]([C:14]3[CH:19]=[CH:18][C:17]([C:20]([F:22])([F:21])[F:23])=[CH:16][C:15]=3[F:24])([OH:13])[CH2:11][CH2:10][NH:9][CH2:8]2)=[O:6])[CH2:3][CH2:2]1. (5) The product is: [F:29][C:26]1[CH:25]=[CH:24][C:23]([C@@H:21]2[CH2:22][CH:20]2[N:16]([CH2:17][CH:18]=[CH2:19])[CH2:15][CH2:14][CH2:13][C@H:9]([NH:8][C:6](=[O:7])[O:5][C:1]([CH3:3])([CH3:4])[CH3:2])[C:10]([N:30]2[CH2:35][CH2:34][CH:33]([OH:36])[CH2:32][CH2:31]2)=[O:11])=[CH:28][CH:27]=1. Given the reactants [C:1]([O:5][C:6]([NH:8][C@@H:9]([CH2:13][CH2:14][CH2:15][N:16]([CH:20]1[CH2:22][C@H:21]1[C:23]1[CH:28]=[CH:27][C:26]([F:29])=[CH:25][CH:24]=1)[CH2:17][CH:18]=[CH2:19])[C:10](O)=[O:11])=[O:7])([CH3:4])([CH3:3])[CH3:2].[NH:30]1[CH2:35][CH2:34][CH:33]([OH:36])[CH2:32][CH2:31]1, predict the reaction product. (6) Given the reactants [C:1]([O:5][C:6](=[O:15])[CH2:7]/[N:8]=[CH:9]/[CH2:10][C:11]([CH3:14])([CH3:13])[CH3:12])([CH3:4])([CH3:3])[CH3:2].[Cl:16][C:17]1[CH:25]=[C:24]2[C:20](/[C:21](=[CH:27]/[C:28]3[CH:33]=[CH:32][CH:31]=[C:30]([Cl:34])[C:29]=3[F:35])/[C:22](=[O:26])[NH:23]2)=[C:19]([F:36])[CH:18]=1.C(N(CC)CC)C.C1CCN2C(=NCCC2)CC1, predict the reaction product. The product is: [C:1]([O:5][C:6]([CH:7]1[NH:8][CH:9]([CH2:10][C:11]([CH3:14])([CH3:13])[CH3:12])[C:21]2([C:20]3[C:24](=[CH:25][C:17]([Cl:16])=[CH:18][C:19]=3[F:36])[NH:23][C:22]2=[O:26])[CH:27]1[C:28]1[CH:33]=[CH:32][CH:31]=[C:30]([Cl:34])[C:29]=1[F:35])=[O:15])([CH3:4])([CH3:3])[CH3:2]. (7) Given the reactants [CH3:1][O:2][CH:3]1[O:9][C@H:8]([CH2:10][Cl:11])[C@@H:6]([OH:7])[C@H:4]1[OH:5].[C:12]([O-:15])(=O)[CH3:13].[Na+].[C:17](OC(=O)C)(=[O:19])[CH3:18].C(O)(=O)C, predict the reaction product. The product is: [CH3:1][O:2][CH:3]1[O:9][C@H:8]([CH2:10][Cl:11])[C@@H:6]([O:7][C:12](=[O:15])[CH3:13])[C@H:4]1[O:5][C:17](=[O:19])[CH3:18]. (8) The product is: [CH3:18][O:17][C:3]1[CH:4]=[C:5]([C:8]([N:10]2[CH2:15][CH2:14][N:13]([CH3:16])[CH2:12][CH2:11]2)=[O:9])[CH:6]=[CH:7][C:2]=1[C:20]1[CH:36]=[CH:45][C:46]2[N:47]([C:49]([C:52]3[CH:53]=[CH:54][C:55]([C:56]#[N:57])=[CH:58][CH:59]=3)=[CH:50][N:51]=2)[N:67]=1. Given the reactants Br[C:2]1[CH:7]=[CH:6][C:5]([C:8]([N:10]2[CH2:15][CH2:14][N:13]([CH3:16])[CH2:12][CH2:11]2)=[O:9])=[CH:4][C:3]=1[O:17][CH3:18].C[C:20]1([CH3:36])C(C)(C)OB(B2OC(C)(C)C(C)(C)O2)O1.CC([O-])=O.[K+].ClC1N=[CH:45][C:46]2[N:47]([C:49]([C:52]3[CH:59]=[CH:58][C:55]([C:56]#[N:57])=[CH:54][CH:53]=3)=[CH:50][N:51]=2)C=1.C([O-])([O-])=O.[K+].[K+].C[N:67](C=O)C, predict the reaction product.